From a dataset of Full USPTO retrosynthesis dataset with 1.9M reactions from patents (1976-2016). Predict the reactants needed to synthesize the given product. (1) Given the product [N:1]12[CH2:7][CH2:6][CH:5]([CH2:8][CH2:9]1)[N:4]([C:10]([C:12]1[O:13][C:14]([C:17]3[CH:22]=[CH:21][C:20]([NH:23][C:31](=[O:38])[C:32]4[CH:37]=[CH:36][CH:35]=[CH:34][CH:33]=4)=[CH:19][CH:18]=3)=[CH:15][CH:16]=1)=[O:11])[CH2:3][CH2:2]2, predict the reactants needed to synthesize it. The reactants are: [N:1]12[CH2:9][CH2:8][CH:5]([CH2:6][CH2:7]1)[N:4]([C:10]([C:12]1[O:13][C:14]([C:17]3[CH:22]=[CH:21][C:20]([NH2:23])=[CH:19][CH:18]=3)=[CH:15][CH:16]=1)=[O:11])[CH2:3][CH2:2]2.C(NC(C)C)(C)C.[C:31](Cl)(=[O:38])[C:32]1[CH:37]=[CH:36][CH:35]=[CH:34][CH:33]=1.[OH-].[Na+]. (2) Given the product [CH3:1][C:2]1[N:6]=[C:5]([C:7]2[CH:8]=[CH:9][C:10]([CH:13]([CH2:24]/[CH:25]=[CH:26]/[C:27]3[CH:32]=[CH:31][CH:30]=[CH:29][CH:28]=3)[C:14]([C:16]3[CH:21]=[CH:20][CH:19]=[CH:18][CH:17]=3)=[O:15])=[CH:11][CH:12]=2)[O:4][N:3]=1, predict the reactants needed to synthesize it. The reactants are: [CH3:1][C:2]1[N:6]=[C:5]([C:7]2[CH:12]=[CH:11][C:10]([CH2:13][C:14]([C:16]3[CH:21]=[CH:20][CH:19]=[CH:18][CH:17]=3)=[O:15])=[CH:9][CH:8]=2)[O:4][N:3]=1.[H-].[Na+].[CH2:24](Br)[CH:25]=[CH:26][C:27]1[CH:32]=[CH:31][CH:30]=[CH:29][CH:28]=1. (3) Given the product [NH2:1][C:2]1[CH:3]=[C:4]([C:8]2[N:16]([C:17]([NH2:19])=[O:18])[C:11]3[C:10]([CH:9]=2)=[CH:15][CH:14]=[CH:13][CH:12]=3)[CH:5]=[CH:6][CH:7]=1, predict the reactants needed to synthesize it. The reactants are: [NH2:1][C:2]1[CH:3]=[C:4]([C:8]#[C:9][C:10]2[CH:15]=[CH:14][CH:13]=[CH:12][C:11]=2[NH:16][C:17]([NH2:19])=[O:18])[CH:5]=[CH:6][CH:7]=1.